From a dataset of Forward reaction prediction with 1.9M reactions from USPTO patents (1976-2016). Predict the product of the given reaction. (1) Given the reactants C(OC([N:8]1[CH2:13][CH2:12][N:11]([C:14](=[O:19])[C:15]([F:18])([F:17])[F:16])[CH2:10][CH2:9]1)=O)(C)(C)C.FC(F)(F)C(O)=O, predict the reaction product. The product is: [F:18][C:15]([F:16])([F:17])[C:14]([N:11]1[CH2:12][CH2:13][NH:8][CH2:9][CH2:10]1)=[O:19]. (2) The product is: [Cl:36][C:33]1[CH:34]=[CH:35][C:30]([O:29][C:26]2[CH:27]=[CH:28][C:23]([N:10]3[CH:11]([C:13]4[CH:18]=[CH:17][CH:16]=[C:15]([C:19]([F:22])([F:21])[F:20])[CH:14]=4)[CH2:12][N:8]([CH2:7][CH2:6][O:5][CH3:38])[C:9]3=[O:37])=[CH:24][CH:25]=2)=[CH:31][CH:32]=1. Given the reactants CS([O:5][CH2:6][CH2:7][N:8]1[CH2:12][CH:11]([C:13]2[CH:18]=[CH:17][CH:16]=[C:15]([C:19]([F:22])([F:21])[F:20])[CH:14]=2)[N:10]([C:23]2[CH:28]=[CH:27][C:26]([O:29][C:30]3[CH:35]=[CH:34][C:33]([Cl:36])=[CH:32][CH:31]=3)=[CH:25][CH:24]=2)[C:9]1=[O:37])(=O)=O.[CH3:38]O, predict the reaction product. (3) The product is: [O:17]1[CH:21]=[CH:20][C:19]([C:2]2[CH:16]=[CH:15][C:5]([CH2:6][NH:7][C:8](=[O:14])[O:9][C:10]([CH3:13])([CH3:12])[CH3:11])=[CH:4][CH:3]=2)=[CH:18]1. Given the reactants Br[C:2]1[CH:16]=[CH:15][C:5]([CH2:6][NH:7][C:8](=[O:14])[O:9][C:10]([CH3:13])([CH3:12])[CH3:11])=[CH:4][CH:3]=1.[O:17]1[CH:21]=[CH:20][C:19](B2OC(C)(C)C(C)(C)O2)=[CH:18]1.C(=O)([O-])[O-].[K+].[K+].O, predict the reaction product. (4) Given the reactants [Cl:1][C:2]1[CH:23]=[C:22]([F:24])[CH:21]=[C:20]([Cl:25])[C:3]=1[O:4][CH:5]1[CH2:10][CH2:9][N:8]([CH2:11][CH2:12][C@H:13]2[CH2:18][CH2:17][C@H:16]([NH2:19])[CH2:15][CH2:14]2)[CH2:7][CH2:6]1.[CH:26]1([C:30](O)=[O:31])[CH2:29][CH2:28][CH2:27]1, predict the reaction product. The product is: [Cl:1][C:2]1[CH:23]=[C:22]([F:24])[CH:21]=[C:20]([Cl:25])[C:3]=1[O:4][CH:5]1[CH2:10][CH2:9][N:8]([CH2:11][CH2:12][C@H:13]2[CH2:14][CH2:15][C@H:16]([NH:19][C:30]([CH:26]3[CH2:29][CH2:28][CH2:27]3)=[O:31])[CH2:17][CH2:18]2)[CH2:7][CH2:6]1. (5) Given the reactants [Cl:1][C:2]1[CH:8]=[CH:7][C:5]([NH2:6])=[CH:4][CH:3]=1.[CH3:9][N:10]1[CH:14]=[C:13]2[C:15](=[O:19])[O:16][C:17](=[O:18])[C:12]2=[CH:11]1, predict the reaction product. The product is: [Cl:1][C:2]1[CH:8]=[CH:7][C:5]([NH:6][C:15]([C:13]2[C:12]([C:17]([OH:18])=[O:16])=[CH:11][N:10]([CH3:9])[CH:14]=2)=[O:19])=[CH:4][CH:3]=1.